This data is from Reaction yield outcomes from USPTO patents with 853,638 reactions. The task is: Predict the reaction yield, written as a fraction of the theoretical maximum amount of product (1.0 means a 100% yield; for example, 0.34 means a 34% yield). (1) The reactants are [NH2:1][C@H:2]([C:5]1[CH:10]=[CH:9][CH:8]=[CH:7][CH:6]=1)[CH2:3][OH:4].[C:11]1(=O)[O:16][C:14](=[O:15])[C:13]2=[CH:17][CH:18]=[CH:19][CH:20]=[C:12]12. The catalyst is CC#N. The product is [OH:4][CH2:3][C@H:2]([N:1]1[C:14](=[O:15])[C:13]2[C:12](=[CH:20][CH:19]=[CH:18][CH:17]=2)[C:11]1=[O:16])[C:5]1[CH:10]=[CH:9][CH:8]=[CH:7][CH:6]=1. The yield is 0.940. (2) The reactants are [Cl-].[Mn+2:2].[Cl-].O1[CH2:9][CH2:8]OCC1.[C:10]1([CH3:20])[CH:15]=[C:14]([CH3:16])[CH:13]=[C:12]([CH3:17])[C:11]=1[Mg]Br. The catalyst is C(OCC)C. The product is [C:8]1([CH3:9])[CH:13]=[C:12]([CH3:17])[CH:11]=[C:10]([CH3:20])[C:15]=1[Mn:2][C:11]1[C:12]([CH3:17])=[CH:13][C:14]([CH3:16])=[CH:15][C:10]=1[CH3:20]. The yield is 0.300. (3) The reactants are [CH2:1]([O:3][C:4]([C:6]1[NH:7][C:8]2[C:13]([CH:14]=1)=[CH:12][C:11]([OH:15])=[CH:10][CH:9]=2)=[O:5])[CH3:2].Br[CH2:17][C:18]([O:20][C:21]([CH3:24])([CH3:23])[CH3:22])=[O:19].C(=O)([O-])[O-].[Cs+].[Cs+]. The catalyst is CN(C)C=O.C(OCC)(=O)C. The product is [CH2:1]([O:3][C:4]([C:6]1[NH:7][C:8]2[C:13]([CH:14]=1)=[CH:12][C:11]([O:15][CH2:17][C:18]([O:20][C:21]([CH3:24])([CH3:23])[CH3:22])=[O:19])=[CH:10][CH:9]=2)=[O:5])[CH3:2]. The yield is 0.630. (4) The catalyst is C1COCC1.O. The yield is 0.420. The product is [F:12][C:13]1[C:21]([C:32]([OH:34])=[O:33])=[C:20]2[C:16]([CH:17]=[CH:18][NH:19]2)=[CH:15][C:14]=1[C:22]([F:25])([F:23])[F:24]. The reactants are [Li]CCCC.CCCCCC.[F:12][C:13]1[CH:21]=[C:20]2[C:16]([CH:17]=[CH:18][NH:19]2)=[CH:15][C:14]=1[C:22]([F:25])([F:24])[F:23].CC(C)([O-])C.[K+].[C:32](=[O:34])=[O:33]. (5) The reactants are C[O:2][C:3](=[O:18])[CH2:4][NH:5][C:6]([C:8]1[N:9]([CH3:17])[C:10]2[C:15]([CH:16]=1)=[CH:14][CH:13]=[CH:12][CH:11]=2)=[O:7].[OH-].[Li+].Cl. The catalyst is O1CCOCC1. The product is [CH3:17][N:9]1[C:10]2[C:15](=[CH:14][CH:13]=[CH:12][CH:11]=2)[CH:16]=[C:8]1[C:6]([NH:5][CH2:4][C:3]([OH:18])=[O:2])=[O:7]. The yield is 0.930.